From a dataset of Forward reaction prediction with 1.9M reactions from USPTO patents (1976-2016). Predict the product of the given reaction. (1) Given the reactants [NH2:1][C:2]1[CH:10]=[C:9]([O:11][CH3:12])[C:8]([O:13][CH3:14])=[CH:7][C:3]=1[C:4]([NH2:6])=[O:5].[OH:15][CH2:16][CH2:17][N:18]([C:22]1[CH:29]=[CH:28][C:25]([CH:26]=O)=[CH:24][CH:23]=1)[CH2:19][CH2:20][OH:21].COC1C=C(OC)C=C2C=1C(=O)NC(C1C=CC=CN=1)=N2, predict the reaction product. The product is: [OH:15][CH2:16][CH2:17][N:18]([CH2:19][CH2:20][OH:21])[C:22]1[CH:29]=[CH:28][C:25]([C:26]2[NH:6][C:4](=[O:5])[C:3]3[C:2](=[CH:10][C:9]([O:11][CH3:12])=[C:8]([O:13][CH3:14])[CH:7]=3)[N:1]=2)=[CH:24][CH:23]=1. (2) Given the reactants [Cl:1][C:2]1[CH:7]=[C:6]([Cl:8])[CH:5]=[CH:4][C:3]=1[N:9]1[C:17]2[CH2:16][CH2:15][N:14]([N:18]3[CH2:23][CH2:22][CH2:21][CH2:20][CH2:19]3)[C:13](=[O:24])[C:12]=2[C:11]([CH3:25])=[C:10]1[C:26]1[CH:31]=[CH:30][C:29]([CH:32]=[CH:33][CH2:34][CH2:35][CH3:36])=[CH:28][CH:27]=1, predict the reaction product. The product is: [Cl:1][C:2]1[CH:7]=[C:6]([Cl:8])[CH:5]=[CH:4][C:3]=1[N:9]1[C:17]2[CH2:16][CH2:15][N:14]([N:18]3[CH2:19][CH2:20][CH2:21][CH2:22][CH2:23]3)[C:13](=[O:24])[C:12]=2[C:11]([CH3:25])=[C:10]1[C:26]1[CH:27]=[CH:28][C:29]([CH2:32][CH2:33][CH2:34][CH2:35][CH3:36])=[CH:30][CH:31]=1.